This data is from NCI-60 drug combinations with 297,098 pairs across 59 cell lines. The task is: Regression. Given two drug SMILES strings and cell line genomic features, predict the synergy score measuring deviation from expected non-interaction effect. (1) Drug 1: C1CCC(CC1)NC(=O)N(CCCl)N=O. Drug 2: CC(C1=C(C=CC(=C1Cl)F)Cl)OC2=C(N=CC(=C2)C3=CN(N=C3)C4CCNCC4)N. Cell line: A498. Synergy scores: CSS=12.8, Synergy_ZIP=-4.65, Synergy_Bliss=-1.34, Synergy_Loewe=-7.01, Synergy_HSA=-2.16. (2) Drug 1: CS(=O)(=O)C1=CC(=C(C=C1)C(=O)NC2=CC(=C(C=C2)Cl)C3=CC=CC=N3)Cl. Drug 2: CC1=C(C=C(C=C1)NC(=O)C2=CC=C(C=C2)CN3CCN(CC3)C)NC4=NC=CC(=N4)C5=CN=CC=C5. Cell line: RXF 393. Synergy scores: CSS=6.67, Synergy_ZIP=-1.50, Synergy_Bliss=-7.03, Synergy_Loewe=-7.05, Synergy_HSA=-6.74. (3) Drug 1: CCC1=C2CN3C(=CC4=C(C3=O)COC(=O)C4(CC)O)C2=NC5=C1C=C(C=C5)O. Drug 2: CC12CCC3C(C1CCC2O)C(CC4=C3C=CC(=C4)O)CCCCCCCCCS(=O)CCCC(C(F)(F)F)(F)F. Cell line: U251. Synergy scores: CSS=56.1, Synergy_ZIP=5.01, Synergy_Bliss=5.39, Synergy_Loewe=-55.5, Synergy_HSA=5.93. (4) Drug 1: CCC1(CC2CC(C3=C(CCN(C2)C1)C4=CC=CC=C4N3)(C5=C(C=C6C(=C5)C78CCN9C7C(C=CC9)(C(C(C8N6C=O)(C(=O)OC)O)OC(=O)C)CC)OC)C(=O)OC)O.OS(=O)(=O)O. Drug 2: CCC1(C2=C(COC1=O)C(=O)N3CC4=CC5=C(C=CC(=C5CN(C)C)O)N=C4C3=C2)O.Cl. Cell line: PC-3. Synergy scores: CSS=20.4, Synergy_ZIP=-1.34, Synergy_Bliss=-0.560, Synergy_Loewe=-4.35, Synergy_HSA=1.80. (5) Drug 1: C1CCC(C1)C(CC#N)N2C=C(C=N2)C3=C4C=CNC4=NC=N3. Drug 2: C1CCC(CC1)NC(=O)N(CCCl)N=O. Cell line: NCI-H226. Synergy scores: CSS=17.3, Synergy_ZIP=-6.50, Synergy_Bliss=-3.35, Synergy_Loewe=-5.39, Synergy_HSA=-2.76.